Task: Predict the reaction yield, written as a fraction of the theoretical maximum amount of product (1.0 means a 100% yield; for example, 0.34 means a 34% yield).. Dataset: Reaction yield outcomes from USPTO patents with 853,638 reactions (1) The reactants are Cl[C:2]1C=CC=C(C(OO)=O)C=1.[F:12][CH:13]([F:24])[O:14][C:15]1[CH:16]=[C:17]([CH3:23])[C:18](SC)=[N:19][CH:20]=1.C(=O)(O)[O-].[Na+].[S:30]([O-:33])([O-])=[O:31].[Na+].[Na+]. The catalyst is C(Cl)Cl.[OH-].[Na+]. The product is [F:24][CH:13]([F:12])[O:14][C:15]1[CH:16]=[C:17]([CH3:23])[C:18]([S:30]([CH3:2])(=[O:33])=[O:31])=[N:19][CH:20]=1. The yield is 0.850. (2) The reactants are [NH2:1][C:2]1[CH:10]=[CH:9][C:8]([I:11])=[CH:7][C:3]=1[C:4](O)=[O:5].C(O)(=O)C.[CH:16](N)=[NH:17]. The catalyst is C(O)(=O)C. The product is [I:11][C:8]1[CH:7]=[C:3]2[C:2](=[CH:10][CH:9]=1)[N:1]=[CH:16][NH:17][C:4]2=[O:5]. The yield is 0.998.